Dataset: Peptide-MHC class I binding affinity with 185,985 pairs from IEDB/IMGT. Task: Regression. Given a peptide amino acid sequence and an MHC pseudo amino acid sequence, predict their binding affinity value. This is MHC class I binding data. (1) The peptide sequence is PYPQPQPQY. The MHC is HLA-A29:02 with pseudo-sequence HLA-A29:02. The binding affinity (normalized) is 0.497. (2) The binding affinity (normalized) is 1.00. The peptide sequence is YLIPSVTSL. The MHC is HLA-C03:03 with pseudo-sequence HLA-C03:03. (3) The peptide sequence is FTSSFYNYV. The MHC is HLA-C15:02 with pseudo-sequence HLA-C15:02. The binding affinity (normalized) is 0.743. (4) The peptide sequence is FVRQCFNPM. The MHC is HLA-C06:02 with pseudo-sequence HLA-C06:02. The binding affinity (normalized) is 0.282. (5) The peptide sequence is HPRQFLAFL. The MHC is HLA-B46:01 with pseudo-sequence HLA-B46:01. The binding affinity (normalized) is 0.0847. (6) The peptide sequence is FRKAQIQGL. The MHC is HLA-B40:01 with pseudo-sequence HLA-B40:01. The binding affinity (normalized) is 0.